This data is from Reaction yield outcomes from USPTO patents with 853,638 reactions. The task is: Predict the reaction yield, written as a fraction of the theoretical maximum amount of product (1.0 means a 100% yield; for example, 0.34 means a 34% yield). (1) The reactants are I[N:2]1[C:12](=[O:13])[C:11]2[C:6](=[CH:7][CH:8]=[CH:9][CH:10]=2)[S:3]1(=[O:5])=[O:4].C=CC1C=CC=CC=1.O. The catalyst is CC(C)=O. The product is [S:3]1([C:6]2[C:11](=[CH:10][CH:9]=[CH:8][CH:7]=2)[C:12](=[O:13])[NH:2]1)(=[O:4])=[O:5]. The yield is 0.700. (2) The reactants are [N+:1]([C:4]1[C:5]([O:17][CH:18]([CH3:20])[CH3:19])=[C:6]([C:13]([F:16])([F:15])[F:14])[CH:7]=[C:8]([N+:10]([O-:12])=[O:11])[CH:9]=1)([O-])=[O:2].O.O.Cl[Sn]Cl. The catalyst is CCO. The product is [OH:2][NH:1][C:4]1[C:5]([O:17][CH:18]([CH3:20])[CH3:19])=[C:6]([C:13]([F:14])([F:16])[F:15])[CH:7]=[C:8]([N+:10]([O-:12])=[O:11])[CH:9]=1. The yield is 0.520. (3) The reactants are [OH:1][C:2]1[C:7]([NH:8]/[N:9]=[C:10]2/[C:11]([CH3:26])=[N:12][N:13]([C:16]3[CH:25]=[CH:24][C:23]4[CH2:22][CH2:21][CH2:20][CH2:19][C:18]=4[CH:17]=3)[C:14]/2=[O:15])=[CH:6][CH:5]=[CH:4][C:3]=1[C:27]1[O:31][C:30]([C:32]([OH:34])=[O:33])=[CH:29][CH:28]=1.[OH-].[OH:36][CH2:37][CH2:38][N+:39]([CH3:42])([CH3:41])[CH3:40].CO. The catalyst is O1CCCC1. The product is [OH:36][CH2:37][CH2:38][N+:39]([CH3:42])([CH3:41])[CH3:40].[OH:36][CH2:37][CH2:38][N+:39]([CH3:42])([CH3:41])[CH3:40].[OH:1][C:2]1[C:7]([NH:8]/[N:9]=[C:10]2/[C:11]([CH3:26])=[N:12][N:13]([C:16]3[CH:25]=[CH:24][C:23]4[CH2:22][CH2:21][CH2:20][CH2:19][C:18]=4[CH:17]=3)[C:14]/2=[O:15])=[CH:6][CH:5]=[CH:4][C:3]=1[C:27]1[O:31][C:30]([C:32]([OH:34])=[O:33])=[CH:29][CH:28]=1. The yield is 0.966. (4) The reactants are [Br:1][C:2]1[CH:7]=[CH:6][C:5]([NH:8][C:9]2[N:10]([CH3:26])[C:11](=[O:25])[C:12]([CH3:24])=[CH:13][C:14]=2[C:15]([NH:17][O:18][CH2:19][CH2:20][O:21]C=C)=[O:16])=[C:4]([F:27])[CH:3]=1.Cl.[OH-].[Na+]. The catalyst is C(O)C.CCOC(C)=O.O. The product is [Br:1][C:2]1[CH:7]=[CH:6][C:5]([NH:8][C:9]2[N:10]([CH3:26])[C:11](=[O:25])[C:12]([CH3:24])=[CH:13][C:14]=2[C:15]([NH:17][O:18][CH2:19][CH2:20][OH:21])=[O:16])=[C:4]([F:27])[CH:3]=1. The yield is 0.940. (5) The reactants are [Cl:1][C:2]1[C:3]([N:8]2[CH:12]=[CH:11][C:10]([C:13]([F:16])([F:15])[F:14])=[N:9]2)=[N:4][CH:5]=[CH:6][CH:7]=1.C([Mg]Cl)(C)C.S(Cl)([Cl:24])=O.C(C[O:30][CH3:31])OC. The catalyst is O1CCCC1. The product is [Cl:1][C:2]1[C:3]([N:8]2[C:12]([C:31]([Cl:24])=[O:30])=[CH:11][C:10]([C:13]([F:16])([F:14])[F:15])=[N:9]2)=[N:4][CH:5]=[CH:6][CH:7]=1. The yield is 1.00. (6) No catalyst specified. The reactants are [C:1]([C:4]1[CH:9]=[CH:8][C:7]([NH:10][CH2:11][C:12]2[CH:17]=[CH:16][C:15]([CH:18]([OH:27])[C:19]3[CH:20]=[C:21]([CH:24]=[CH:25][CH:26]=3)[C:22]#N)=[CH:14][CH:13]=2)=[C:6]([CH3:28])[C:5]=1[OH:29])(=[O:3])[CH3:2].[OH-:30].[K+].CCO.[OH2:35]. The product is [C:1]([C:4]1[CH:9]=[CH:8][C:7]([NH:10][CH2:11][C:12]2[CH:17]=[CH:16][C:15]([CH:18]([OH:27])[C:19]3[CH:20]=[C:21]([CH:24]=[CH:25][CH:26]=3)[C:22]([OH:35])=[O:30])=[CH:14][CH:13]=2)=[C:6]([CH3:28])[C:5]=1[OH:29])(=[O:3])[CH3:2]. The yield is 0.520. (7) The reactants are [Cl-].O[NH3+:3].[C:4](=[O:7])([O-])[OH:5].[Na+].CS(C)=O.[CH2:13]([C:17]1[N:18]=[C:19]([CH3:51])[N:20]([CH2:39][C:40]2[N:41]=[C:42]([C:45]3[CH:50]=[CH:49][CH:48]=[CH:47][CH:46]=3)[S:43][CH:44]=2)[C:21](=[O:38])[C:22]=1[CH2:23][C:24]1[CH:29]=[CH:28][C:27]([C:30]2[C:31]([C:36]#[N:37])=[CH:32][CH:33]=[CH:34][CH:35]=2)=[CH:26][CH:25]=1)[CH2:14][CH2:15][CH3:16]. The catalyst is C(OCC)(=O)C. The product is [CH2:13]([C:17]1[N:18]=[C:19]([CH3:51])[N:20]([CH2:39][C:40]2[N:41]=[C:42]([C:45]3[CH:50]=[CH:49][CH:48]=[CH:47][CH:46]=3)[S:43][CH:44]=2)[C:21](=[O:38])[C:22]=1[CH2:23][C:24]1[CH:25]=[CH:26][C:27]([C:30]2[CH:35]=[CH:34][CH:33]=[CH:32][C:31]=2[C:36]2[NH:3][C:4](=[O:7])[O:5][N:37]=2)=[CH:28][CH:29]=1)[CH2:14][CH2:15][CH3:16]. The yield is 0.600.